From a dataset of Forward reaction prediction with 1.9M reactions from USPTO patents (1976-2016). Predict the product of the given reaction. (1) Given the reactants [NH2:1][C:2]1[CH:10]=[C:9]([O:11][CH3:12])[CH:8]=[C:7]([O:13][CH3:14])[C:3]=1[C:4]([NH2:6])=[O:5].[CH:15]([C:17]1[CH:22]=[CH:21][C:20]([N:23]2[CH2:27][CH2:26][CH:25]([N:28]([CH3:32])[C:29](=[O:31])[CH3:30])[CH2:24]2)=[CH:19][CH:18]=1)=O.OS([O-])=O.[Na+].CC1C=CC(S(O)(=O)=O)=CC=1, predict the reaction product. The product is: [CH3:14][O:13][C:7]1[CH:8]=[C:9]([O:11][CH3:12])[CH:10]=[C:2]2[C:3]=1[C:4](=[O:5])[NH:6][C:15]([C:17]1[CH:18]=[CH:19][C:20]([N:23]3[CH2:27][CH2:26][CH:25]([N:28]([CH3:32])[C:29](=[O:31])[CH3:30])[CH2:24]3)=[CH:21][CH:22]=1)=[N:1]2. (2) Given the reactants [O:1]=[C:2]([NH:9][C:10]1[CH:11]=[N:12][C:13]([C:16]2[NH:21][N:20]=[C:19]([C:22]3[CH:27]=[CH:26][CH:25]=[CH:24][N:23]=3)[NH:18][N:17]=2)=[CH:14][CH:15]=1)[CH2:3][CH2:4][CH2:5][C:6]([OH:8])=[O:7].N([O-])=O.[Na+], predict the reaction product. The product is: [O:1]=[C:2]([NH:9][C:10]1[CH:11]=[N:12][C:13]([C:16]2[N:17]=[N:18][C:19]([C:22]3[CH:27]=[CH:26][CH:25]=[CH:24][N:23]=3)=[N:20][N:21]=2)=[CH:14][CH:15]=1)[CH2:3][CH2:4][CH2:5][C:6]([OH:8])=[O:7].